This data is from Full USPTO retrosynthesis dataset with 1.9M reactions from patents (1976-2016). The task is: Predict the reactants needed to synthesize the given product. (1) Given the product [CH2:24]([N:20]1[CH:19]=[C:18]2[C:22]([CH:23]=[C:15]([C:8]3[CH:9]=[C:10]([CH2:11][CH2:12][CH2:13][Br:32])[N:6]4[C:7]=3[C:2]([NH2:1])=[N:3][CH:4]=[N:5]4)[CH:16]=[CH:17]2)=[N:21]1)[C:25]1[CH:30]=[CH:29][CH:28]=[CH:27][CH:26]=1, predict the reactants needed to synthesize it. The reactants are: [NH2:1][C:2]1[C:7]2=[C:8]([C:15]3[CH:16]=[CH:17][C:18]4[C:22]([CH:23]=3)=[N:21][N:20]([CH2:24][C:25]3[CH:30]=[CH:29][CH:28]=[CH:27][CH:26]=3)[CH:19]=4)[CH:9]=[C:10]([CH2:11][CH2:12][CH2:13]O)[N:6]2[N:5]=[CH:4][N:3]=1.C(Br)(Br)(Br)[Br:32].C1(P(C2C=CC=CC=2)C2C=CC=CC=2)C=CC=CC=1.CCOC(C)=O. (2) The reactants are: [CH3:1][CH:2]([CH3:5])[CH:3]=[O:4].BrBr.[NH:8]1[CH2:12][CH2:11][CH2:10][CH2:9]1. Given the product [CH3:1][C:2]([N:8]1[CH2:12][CH2:11][CH2:10][CH2:9]1)([CH3:5])[CH:3]=[O:4], predict the reactants needed to synthesize it. (3) Given the product [Cl:1][C:2]1[CH:3]=[C:4]([CH:28]=[CH:29][CH:30]=1)[C:5]([NH:7][CH2:8][C:9]1[CH:14]=[CH:13][C:12]([C:15]#[N:16])=[CH:11][C:10]=1[NH:17][CH2:18][C:19]1[CH:27]=[CH:26][CH:25]=[C:21]([C:22]([N:31]2[CH2:36][CH2:35][O:34][CH2:33][CH2:32]2)=[O:23])[CH:20]=1)=[O:6], predict the reactants needed to synthesize it. The reactants are: [Cl:1][C:2]1[CH:3]=[C:4]([CH:28]=[CH:29][CH:30]=1)[C:5]([NH:7][CH2:8][C:9]1[CH:14]=[CH:13][C:12]([C:15]#[N:16])=[CH:11][C:10]=1[NH:17][CH2:18][C:19]1[CH:20]=[C:21]([CH:25]=[CH:26][CH:27]=1)[C:22](O)=[O:23])=[O:6].[NH:31]1[CH2:36][CH2:35][O:34][CH2:33][CH2:32]1. (4) Given the product [C:22](/[C:24](=[CH:14]\[C:11]1[CH:12]=[N:13][C:8]([O:7][CH2:6][CH2:5][O:4][C:3]2[C:2]([Cl:1])=[CH:19][C:18]([CH3:20])=[CH:17][C:16]=2[Cl:21])=[CH:9][CH:10]=1)/[C:25]([OH:27])=[O:26])#[N:23], predict the reactants needed to synthesize it. The reactants are: [Cl:1][C:2]1[CH:19]=[C:18]([CH3:20])[CH:17]=[C:16]([Cl:21])[C:3]=1[O:4][CH2:5][CH2:6][O:7][C:8]1[N:13]=[CH:12][C:11]([CH:14]=O)=[CH:10][CH:9]=1.[C:22]([CH2:24][C:25]([OH:27])=[O:26])#[N:23].